Dataset: Catalyst prediction with 721,799 reactions and 888 catalyst types from USPTO. Task: Predict which catalyst facilitates the given reaction. (1) Reactant: [O:1]=[CH:2][CH2:3][CH2:4][NH:5][C:6](=[O:12])[O:7][C:8]([CH3:11])([CH3:10])[CH3:9].CC1C=CC(S(O)(=O)=O)=CC=1.[OH:24][CH2:25][CH:26]([NH:29][C:30](=[O:39])[O:31][CH2:32][C:33]1[CH:38]=[CH:37][CH:36]=[CH:35][CH:34]=1)[CH2:27]O.C([O-])([O-])=O.[Na+].[Na+]. Product: [CH2:32]([O:31][C:30]([NH:29][CH:26]1[CH2:25][O:24][CH:2]([CH2:3][CH2:4][NH:5][C:6](=[O:12])[O:7][C:8]([CH3:9])([CH3:11])[CH3:10])[O:1][CH2:27]1)=[O:39])[C:33]1[CH:38]=[CH:37][CH:36]=[CH:35][CH:34]=1. The catalyst class is: 648. (2) Reactant: [CH2:1]([O:3][C:4]([C:6]1[CH:7]=[N:8][N:9]([CH3:14])[C:10]=1[C:11](Cl)=[O:12])=[O:5])[CH3:2].[NH2:15][C:16]1[C:21]([C:22]#[N:23])=[CH:20][N:19]2[CH:24]=[C:25]([C:27]3[CH:32]=[CH:31][CH:30]=[CH:29][CH:28]=3)[N:26]=[C:18]2[CH:17]=1.C(N(CC)CC)C. Product: [CH2:1]([O:3][C:4]([C:6]1[CH:7]=[N:8][N:9]([CH3:14])[C:10]=1[C:11](=[O:12])[NH:15][C:16]1[C:21]([C:22]#[N:23])=[CH:20][N:19]2[CH:24]=[C:25]([C:27]3[CH:28]=[CH:29][CH:30]=[CH:31][CH:32]=3)[N:26]=[C:18]2[CH:17]=1)=[O:5])[CH3:2]. The catalyst class is: 4. (3) Reactant: N#N.[CH3:3][C:4]1([C:9]2[S:13][CH:12]=[C:11]([CH2:14][N:15]3[CH:19]=[C:18]([N+:20]([O-])=O)[CH:17]=[N:16]3)[CH:10]=2)[O:8][CH2:7][CH2:6][O:5]1.[NH4+].[Cl-]. Product: [CH3:3][C:4]1([C:9]2[S:13][CH:12]=[C:11]([CH2:14][N:15]3[CH:19]=[C:18]([NH2:20])[CH:17]=[N:16]3)[CH:10]=2)[O:8][CH2:7][CH2:6][O:5]1. The catalyst class is: 314. (4) Reactant: [CH3:1][N:2]([CH2:12][CH2:13][O:14][C:15]1[CH:22]=[CH:21][C:18]([CH:19]=O)=[CH:17][CH:16]=1)[C:3]1[S:4][C:5]2[CH:11]=[CH:10][CH:9]=[CH:8][C:6]=2[N:7]=1.[S:23]1[CH2:27][C:26](=[O:28])[NH:25][C:24]1=[O:29].C([O-])(=O)C.[NH2+]1CCCCC1. Product: [CH3:1][N:2]([CH2:12][CH2:13][O:14][C:15]1[CH:22]=[CH:21][C:18]([CH:19]=[C:27]2[S:23][C:24](=[O:29])[NH:25][C:26]2=[O:28])=[CH:17][CH:16]=1)[C:3]1[S:4][C:5]2[CH:11]=[CH:10][CH:9]=[CH:8][C:6]=2[N:7]=1. The catalyst class is: 11. (5) Reactant: Br[C:2]([C:16]1[CH:21]=[CH:20][CH:19]=[CH:18][CH:17]=1)=[C:3]([C:10]1[CH:15]=[CH:14][CH:13]=[CH:12][CH:11]=1)[C:4]1[CH:9]=[CH:8][CH:7]=[CH:6][CH:5]=1.[Mg].C(OCCC(C)C)CC(C)C.[Br:34][C:35]1[CH:36]=[C:37]([CH:48]=[C:49]([Br:51])[CH:50]=1)[C:38]([C:40]1[CH:45]=[C:44]([Br:46])[CH:43]=[C:42]([Br:47])[CH:41]=1)=O. Product: [C:16]1([C:2]2[C:38]([C:40]3[CH:45]=[C:44]([Br:46])[CH:43]=[C:42]([Br:47])[CH:41]=3)([C:37]3[CH:36]=[C:35]([Br:34])[CH:50]=[C:49]([Br:51])[CH:48]=3)[C:11]3[C:10]([C:3]=2[C:4]2[CH:9]=[CH:8][CH:7]=[CH:6][CH:5]=2)=[CH:15][CH:14]=[CH:13][CH:12]=3)[CH:17]=[CH:18][CH:19]=[CH:20][CH:21]=1. The catalyst class is: 81. (6) Reactant: [NH2:1][C:2]1[C:11]2[C:6](=[CH:7][C:8]([F:12])=[CH:9][CH:10]=2)[C:5]([C:13](=O)[CH3:14])=[CH:4][N:3]=1.Cl.[NH2:17][OH:18].CC([O-])=O.[Na+]. Product: [NH2:1][C:2]1[C:11]2[C:6](=[CH:7][C:8]([F:12])=[CH:9][CH:10]=2)[C:5]([C:13](=[N:17][OH:18])[CH3:14])=[CH:4][N:3]=1. The catalyst class is: 24.